From a dataset of Reaction yield outcomes from USPTO patents with 853,638 reactions. Predict the reaction yield, written as a fraction of the theoretical maximum amount of product (1.0 means a 100% yield; for example, 0.34 means a 34% yield). (1) The reactants are [Br:1][C:2]1[CH:3]=[N:4][N:5]([CH3:19])[C:6]=1[C:7]1[CH:12]=[C:11]([N+:13]([O-])=O)[CH:10]=[C:9]([N+:16]([O-:18])=[O:17])[CH:8]=1.CO.CCOC(C)=O.CCCCCC. The catalyst is CO.C1(C)C=CC=CC=1. The product is [Br:1][C:2]1[CH:3]=[N:4][N:5]([CH3:19])[C:6]=1[C:7]1[CH:12]=[C:11]([NH2:13])[CH:10]=[C:9]([N+:16]([O-:18])=[O:17])[CH:8]=1. The yield is 0.960. (2) The yield is 0.500. The product is [Cl:1][C:2]1[CH:3]=[C:4]([N:5]=[C:13]=[S:14])[CH:6]=[C:7]([Cl:12])[C:8]=1[CH:9]1[CH2:10][CH2:11]1. The catalyst is ClCCl. The reactants are [Cl:1][C:2]1[CH:3]=[C:4]([CH:6]=[C:7]([Cl:12])[C:8]=1[CH:9]1[CH2:11][CH2:10]1)[NH2:5].[C:13](N1C=CN=C1)(N1C=CN=C1)=[S:14]. (3) The reactants are [CH2:1]1[CH:6]2[CH2:7][C:8]3([NH2:11])[CH2:10][CH:4]([CH2:5]2)[CH2:3][CH:2]1[CH2:9]3.[S:12]1[CH:16]=[CH:15][CH:14]=[C:13]1[C:17]1[O:21][N:20]=[C:19]([CH:22]=O)[CH:18]=1. The product is [S:12]1[CH:16]=[CH:15][CH:14]=[C:13]1[C:17]1[O:21][N:20]=[C:19]([CH2:22][NH:11][C:8]23[CH2:10][CH:4]4[CH2:5][CH:6]([CH2:1][CH:2]([CH2:3]4)[CH2:9]2)[CH2:7]3)[CH:18]=1. No catalyst specified. The yield is 0.750. (4) The reactants are [Cl:1][C:2]1[S:6][C:5]([S:7]([NH:10][C@H:11]([C:17](O)=[O:18])[CH:12]([CH2:15][CH3:16])[CH2:13][CH3:14])(=[O:9])=[O:8])=[CH:4][CH:3]=1. The catalyst is C1COCC1. The product is [Cl:1][C:2]1[S:6][C:5]([S:7]([NH:10][C@H:11]([CH2:17][OH:18])[CH:12]([CH2:13][CH3:14])[CH2:15][CH3:16])(=[O:9])=[O:8])=[CH:4][CH:3]=1. The yield is 0.810. (5) The reactants are [C:1]([O:5][C:6]([N:8]1[CH2:12][C@H:11]([O:13][CH3:14])[CH2:10][C@@H:9]1[C:15]([OH:17])=O)=[O:7])([CH3:4])([CH3:3])[CH3:2].[CH3:18][O:19][C:20](=[O:28])[C:21]1[CH:26]=[CH:25][C:24]([NH2:27])=[CH:23][CH:22]=1.CCOC1N(C(OCC)=O)C2C(=CC=CC=2)C=C1.C(N(CC)CC)C. The catalyst is C(Cl)(Cl)Cl.CCOC(C)=O. The product is [C:1]([O:5][C:6]([N:8]1[CH2:12][C@H:11]([O:13][CH3:14])[CH2:10][C@@H:9]1[C:15](=[O:17])[NH:27][C:24]1[CH:23]=[CH:22][C:21]([C:20]([O:19][CH3:18])=[O:28])=[CH:26][CH:25]=1)=[O:7])([CH3:2])([CH3:3])[CH3:4]. The yield is 1.00. (6) The reactants are Cl.[Cl:2][CH2:3][CH2:4][NH:5][CH2:6][CH2:7][Cl:8].C([N:11]([CH2:14]C)[CH2:12][CH3:13])C.ClC([O:19]C)=S.ClCCNCCCl.NC[CH2:30][C:31]1[CH:36]=[CH:35][C:34]([OH:37])=[CH:33][CH:32]=1. The catalyst is ClCCl.C(OCC)(=O)C. The product is [Cl:2][CH2:3][CH2:4][N:5]([N:11]([C:12]([CH2:13][CH2:30][C:31]1[CH:36]=[CH:35][C:34]([OH:37])=[CH:33][CH:32]=1)=[O:19])[CH3:14])[CH2:6][CH2:7][Cl:8]. The yield is 0.180. (7) The reactants are [F:1][C:2]1[CH:7]=[C:6]([N+:8]([O-:10])=[O:9])[CH:5]=[CH:4][C:3]=1[N:11]1[CH2:16][CH2:15][CH:14]([C:17]2[O:21][C:20](=[O:22])[NH:19][N:18]=2)[CH2:13][CH2:12]1.[C:23]1([CH2:29]Br)[CH:28]=[CH:27][CH:26]=[CH:25][CH:24]=1.C([O-])([O-])=O.[K+].[K+]. The catalyst is CN(C=O)C. The product is [CH2:29]([N:19]1[N:18]=[C:17]([CH:14]2[CH2:15][CH2:16][N:11]([C:3]3[CH:4]=[CH:5][C:6]([N+:8]([O-:10])=[O:9])=[CH:7][C:2]=3[F:1])[CH2:12][CH2:13]2)[O:21][C:20]1=[O:22])[C:23]1[CH:28]=[CH:27][CH:26]=[CH:25][CH:24]=1. The yield is 0.960. (8) The reactants are Cl[C:2]1[N:7]=[C:6]([NH:8][C:9]2[CH:14]=[CH:13][CH:12]=[CH:11][C:10]=2[C:15]2[N:16]([CH3:20])[CH:17]=[CH:18][N:19]=2)[C:5]([Cl:21])=[CH:4][N:3]=1.[NH2:22][C:23]1[CH:36]=[CH:35][C:26]2[NH:27][C:28](=[O:34])[CH2:29][CH2:30][C:31]([CH3:33])([CH3:32])[C:25]=2[CH:24]=1.Cl. The catalyst is O1CCOCC1.COCCO. The product is [Cl:21][C:5]1[C:6]([NH:8][C:9]2[CH:14]=[CH:13][CH:12]=[CH:11][C:10]=2[C:15]2[N:16]([CH3:20])[CH:17]=[CH:18][N:19]=2)=[N:7][C:2]([NH:22][C:23]2[CH:36]=[CH:35][C:26]3[NH:27][C:28](=[O:34])[CH2:29][CH2:30][C:31]([CH3:33])([CH3:32])[C:25]=3[CH:24]=2)=[N:3][CH:4]=1. The yield is 0.820.